Predict which catalyst facilitates the given reaction. From a dataset of Catalyst prediction with 721,799 reactions and 888 catalyst types from USPTO. (1) Reactant: [CH2:1]([C:3]1[CH:43]=[CH:42][C:6]([CH2:7][C:8]2[CH:15]=[C:14]([C@:16]3([O:34][C@H:33]([CH2:35][O:36]C(=O)C)[C@@H:28]([O:29]C(=O)C)[C@H:23]([O:24]C(=O)C)[C@H:18]3[O:19]C(=O)C)[OH:17])[C:13]([O:40]C)=[CH:12][C:9]=2[C:10]#[N:11])=[CH:5][CH:4]=1)[CH3:2].Cl.[NH+]1C=CC=CC=1. Product: [CH2:1]([C:3]1[CH:4]=[CH:5][C:6]([CH2:7][C:8]2[CH:15]=[C:14]([C@:16]3([O:34][C@H:33]([CH2:35][OH:36])[C@@H:28]([OH:29])[C@H:23]([OH:24])[C@H:18]3[OH:19])[OH:17])[C:13]([OH:40])=[CH:12][C:9]=2[C:10]#[N:11])=[CH:42][CH:43]=1)[CH3:2]. The catalyst class is: 6. (2) Reactant: [CH3:1][C:2]1[CH:6]=[C:5]([N+:7]([O-:9])=[O:8])[NH:4][N:3]=1.S(Cl)([Cl:13])(=O)=O. Product: [Cl:13][C:6]1[C:2]([CH3:1])=[N:3][NH:4][C:5]=1[N+:7]([O-:9])=[O:8]. The catalyst class is: 794.